From a dataset of CYP2D6 inhibition data for predicting drug metabolism from PubChem BioAssay. Regression/Classification. Given a drug SMILES string, predict its absorption, distribution, metabolism, or excretion properties. Task type varies by dataset: regression for continuous measurements (e.g., permeability, clearance, half-life) or binary classification for categorical outcomes (e.g., BBB penetration, CYP inhibition). Dataset: cyp2d6_veith. (1) The compound is Fc1ccc(Nc2ccnc(-c3ccc4c(c3)OCO4)n2)cc1. The result is 1 (inhibitor). (2) The result is 0 (non-inhibitor). The molecule is COC(=O)N1CCC2(CC1)CCN(c1cccc(-c3ccccc3)c1)CC2.